From a dataset of Reaction yield outcomes from USPTO patents with 853,638 reactions. Predict the reaction yield, written as a fraction of the theoretical maximum amount of product (1.0 means a 100% yield; for example, 0.34 means a 34% yield). (1) The reactants are C1(P(=O)(C2C=CC=CC=2)C2C=CC=CC=2)C=CC=CC=1.FC(F)(F)S(OS(C(F)(F)F)(=O)=O)(=O)=O.C([S:43][C:44]1([CH2:54][NH:55][C:56]([C:58]2[NH:59][C:60]3[C:65]([CH:66]=2)=[CH:64][CH:63]=[CH:62][C:61]=3[N:67]([CH3:76])[S:68]([C:71]2[S:72][CH:73]=[CH:74][CH:75]=2)(=[O:70])=[O:69])=O)[CH2:53][CH2:52][C:47]2([O:51][CH2:50][CH2:49][O:48]2)[CH2:46][CH2:45]1)C1C=CC=CC=1.CSC.C(=O)([O-])O.[Na+]. The catalyst is C(#N)C. The product is [S:43]1[C:44]2([CH2:53][CH2:52][C:47]3([O:51][CH2:50][CH2:49][O:48]3)[CH2:46][CH2:45]2)[CH2:54][N:55]=[C:56]1[C:58]1[NH:59][C:60]2[C:65]([CH:66]=1)=[CH:64][CH:63]=[CH:62][C:61]=2[N:67]([CH3:76])[S:68]([C:71]1[S:72][CH:73]=[CH:74][CH:75]=1)(=[O:70])=[O:69]. The yield is 0.630. (2) The reactants are C1C2C(=CC=CC=2)CCN1[CH2:11][CH2:12][CH2:13][CH2:14][O:15][C:16]1[CH:17]=[CH:18][C:19]2[CH2:25][CH2:24][NH:23][C:22](=[O:26])[NH:21][C:20]=2[N:27]=1.[S:28]1[C:32]2[CH2:33][NH:34][CH2:35][CH2:36][C:31]=2[CH:30]=[CH:29]1. No catalyst specified. The product is [S:28]1[C:32]2[CH2:31][CH:36]([CH2:11][CH2:12][CH2:13][CH2:14][O:15][C:16]3[CH:17]=[CH:18][C:19]4[CH2:25][CH2:24][NH:23][C:22](=[O:26])[NH:21][C:20]=4[N:27]=3)[CH2:35][NH:34][C:33]=2[CH:30]=[CH:29]1. The yield is 0.510. (3) The reactants are [H-].[Na+].[Br:3][C:4]1[C:9]([OH:10])=[CH:8][CH:7]=[CH:6][N:5]=1.Br[CH:12]1[CH2:16][CH2:15][CH2:14][CH2:13]1.O. The catalyst is CN(C)C=O. The product is [Br:3][C:4]1[C:9]([O:10][CH:12]2[CH2:16][CH2:15][CH2:14][CH2:13]2)=[CH:8][CH:7]=[CH:6][N:5]=1. The yield is 0.600. (4) The reactants are [Cl:1][C:2]1[CH:7]=[C:6]([Cl:8])[CH:5]=[CH:4][C:3]=1[S:9]([N:12]1[CH2:17][CH2:16][CH2:15][C@H:14]([C:18]([OH:20])=O)[CH2:13]1)(=[O:11])=[O:10].[CH:21]1([NH2:26])[CH2:25][CH2:24][CH2:23][CH2:22]1. No catalyst specified. The product is [CH:21]1([NH:26][C:18]([C@H:14]2[CH2:15][CH2:16][CH2:17][N:12]([S:9]([C:3]3[CH:4]=[CH:5][C:6]([Cl:8])=[CH:7][C:2]=3[Cl:1])(=[O:10])=[O:11])[CH2:13]2)=[O:20])[CH2:25][CH2:24][CH2:23][CH2:22]1. The yield is 0.600. (5) The reactants are [F:1][C:2]1[CH:3]=[C:4]([C:8]2[S:12][C:11]([CH2:19][CH2:20][CH2:21][NH:22][C:23](=[O:29])[O:24][C:25]([CH3:28])([CH3:27])[CH3:26])([C:13]3[CH:18]=[CH:17][CH:16]=[CH:15][CH:14]=3)[NH:10][N:9]=2)[CH:5]=[CH:6][CH:7]=1.[Si:30]([O:47][C@@H:48]([CH3:52])[C:49](O)=[O:50])([C:43]([CH3:46])([CH3:45])[CH3:44])([C:37]1[CH:42]=[CH:41][CH:40]=[CH:39][CH:38]=1)[C:31]1[CH:36]=[CH:35][CH:34]=[CH:33][CH:32]=1.C1CN([P+](ON2N=NC3C=CC=CC2=3)(N2CCCC2)N2CCCC2)CC1.F[P-](F)(F)(F)(F)F.CCN(C(C)C)C(C)C. The product is [Si:30]([O:47][C@@H:48]([CH3:52])[C:49]([N:10]1[N:9]=[C:8]([C:4]2[CH:5]=[CH:6][CH:7]=[C:2]([F:1])[CH:3]=2)[S:12][C@@:11]1([CH2:19][CH2:20][CH2:21][NH:22][C:23](=[O:29])[O:24][C:25]([CH3:26])([CH3:28])[CH3:27])[C:13]1[CH:18]=[CH:17][CH:16]=[CH:15][CH:14]=1)=[O:50])([C:43]([CH3:45])([CH3:46])[CH3:44])([C:37]1[CH:38]=[CH:39][CH:40]=[CH:41][CH:42]=1)[C:31]1[CH:32]=[CH:33][CH:34]=[CH:35][CH:36]=1. The catalyst is CN(C=O)C. The yield is 0.190. (6) The reactants are C[O:2][C:3](=[O:21])[CH2:4][CH2:5][CH2:6][CH2:7][N:8]1[CH:12]=[C:11]([C:13]2[CH:18]=[CH:17][CH:16]=[CH:15][C:14]=2[O:19]C)[N:10]=[N:9]1.Br. The catalyst is C(O)(=O)C. The product is [OH:19][C:14]1[CH:15]=[CH:16][CH:17]=[CH:18][C:13]=1[C:11]1[N:10]=[N:9][N:8]([CH2:7][CH2:6][CH2:5][CH2:4][C:3]([OH:21])=[O:2])[CH:12]=1. The yield is 0.670.